From a dataset of Full USPTO retrosynthesis dataset with 1.9M reactions from patents (1976-2016). Predict the reactants needed to synthesize the given product. (1) Given the product [O:10]1[C:11]2[CH:16]=[CH:15][CH:14]=[CH:13][C:12]=2[C:8]([C:6]2[C:5]([O:17][CH3:18])=[CH:4][C:3]([O:19][CH3:20])=[C:2]([CH:7]=2)[CH:29]=[O:30])=[N:9]1, predict the reactants needed to synthesize it. The reactants are: Br[C:2]1[C:3]([O:19][CH3:20])=[CH:4][C:5]([O:17][CH3:18])=[C:6]([C:8]2[C:12]3[CH:13]=[CH:14][CH:15]=[CH:16][C:11]=3[O:10][N:9]=2)[CH:7]=1.C([Li])CCC.CN([CH:29]=[O:30])C.[Cl-].[NH4+]. (2) Given the product [N:1]1[CH:6]=[CH:5][CH:4]=[CH:3][C:2]=1[CH:7]([CH3:13])[C:8]([O:10][CH3:11])=[O:9], predict the reactants needed to synthesize it. The reactants are: [N:1]1[CH:6]=[CH:5][CH:4]=[CH:3][C:2]=1[CH2:7][C:8]([O:10][CH3:11])=[O:9].[Li+].[CH3:13][Si]([N-][Si](C)(C)C)(C)C.IC. (3) Given the product [CH2:19]([O:12][C:11]1[CH:10]=[CH:9][C:4]([C:5]([O:7][CH3:8])=[O:6])=[CH:3][C:2]=1[Br:1])[C:20]1[CH:25]=[CH:24][CH:23]=[CH:22][CH:21]=1, predict the reactants needed to synthesize it. The reactants are: [Br:1][C:2]1[CH:3]=[C:4]([CH:9]=[CH:10][C:11]=1[OH:12])[C:5]([O:7][CH3:8])=[O:6].C(=O)([O-])[O-].[K+].[K+].[CH2:19](Br)[C:20]1[CH:25]=[CH:24][CH:23]=[CH:22][CH:21]=1. (4) Given the product [C:18]([O:23][Si:5]([CH2:10][CH2:11][CH2:12][CH3:13])([CH2:14][CH2:15][CH2:16][CH3:17])[CH2:6][CH2:7][CH2:8][CH3:9])(=[O:22])[C:19]([CH3:21])=[CH2:20], predict the reactants needed to synthesize it. The reactants are: C(O[Si:5]([CH2:14][CH2:15][CH2:16][CH3:17])([CH2:10][CH2:11][CH2:12][CH3:13])[CH2:6][CH2:7][CH2:8][CH3:9])(=O)C.[C:18]([OH:23])(=[O:22])[C:19]([CH3:21])=[CH2:20]. (5) The reactants are: [CH:1](=[O:9])[C:2]1[C:3](=[CH:5][CH:6]=[CH:7][CH:8]=1)[OH:4].N1C=CC=CC=1.[Br:16][CH2:17][C:18](Br)=[O:19]. Given the product [CH:1]([C:2]1[CH:8]=[CH:7][CH:6]=[CH:5][C:3]=1[O:4][C:18](=[O:19])[CH2:17][Br:16])=[O:9], predict the reactants needed to synthesize it. (6) Given the product [CH:19]([C@@H:15]([NH:14][C:12](=[O:13])[O:11][C:7]([CH3:10])([CH3:9])[CH3:8])[CH2:16][CH2:17][CH3:18])=[O:20], predict the reactants needed to synthesize it. The reactants are: [H-].[H-].[H-].[H-].[Li+].[Al+3].[C:7]([O:11][C:12]([NH:14][C@H:15]([C:19](N(OC)C)=[O:20])[CH2:16][CH2:17][CH3:18])=[O:13])([CH3:10])([CH3:9])[CH3:8].CCOC(C)=O.OS([O-])(=O)=O.[K+]. (7) The reactants are: Cl[C:2]1[C:7]([Cl:8])=[N:6][CH:5]=[CH:4][N:3]=1.[CH2:9]([N:16]1[CH2:21][CH2:20][CH:19]([NH2:22])[CH2:18][CH2:17]1)[C:10]1[CH:15]=[CH:14][CH:13]=[CH:12][CH:11]=1.C([O-])([O-])=O.[Na+].[Na+]. Given the product [CH2:9]([N:16]1[CH2:21][CH2:20][CH:19]([NH:22][C:2]2[C:7]([Cl:8])=[N:6][CH:5]=[CH:4][N:3]=2)[CH2:18][CH2:17]1)[C:10]1[CH:11]=[CH:12][CH:13]=[CH:14][CH:15]=1, predict the reactants needed to synthesize it.